Task: Binary Classification. Given a T-cell receptor sequence (or CDR3 region) and an epitope sequence, predict whether binding occurs between them.. Dataset: TCR-epitope binding with 47,182 pairs between 192 epitopes and 23,139 TCRs (1) The epitope is EHPTFTSQYRIQGKL. The TCR CDR3 sequence is CASSTQFQGYEQYF. Result: 0 (the TCR does not bind to the epitope). (2) The epitope is HPKVSSEVHI. The TCR CDR3 sequence is CASSRDKDSPLHF. Result: 0 (the TCR does not bind to the epitope). (3) The epitope is RPRGEVRFL. The TCR CDR3 sequence is CASSQLNTYGYTF. Result: 0 (the TCR does not bind to the epitope). (4) The epitope is KLNVGDYFV. The TCR CDR3 sequence is CASSSRTGGDCTEAFF. Result: 0 (the TCR does not bind to the epitope). (5) The epitope is YEGNSPFHPL. The TCR CDR3 sequence is CASSLQGVYEQYF. Result: 0 (the TCR does not bind to the epitope). (6) The epitope is YLNTLTLAV. The TCR CDR3 sequence is CASSLGAGLTAFF. Result: 1 (the TCR binds to the epitope).